From a dataset of Forward reaction prediction with 1.9M reactions from USPTO patents (1976-2016). Predict the product of the given reaction. (1) Given the reactants [NH:1]1[CH:5]=[N:4][CH:3]=[N:2]1.[H-].[Na+].Br[CH2:9][C:10]1[CH:32]=[CH:31][C:13]([CH2:14][C:15]2[N:25]([CH2:26][C:27]([CH3:30])([CH3:29])[CH3:28])[C:18]3[N:19]=[C:20]([C:23]#[N:24])[N:21]=[CH:22][C:17]=3[CH:16]=2)=[CH:12][CH:11]=1.C(Cl)Cl, predict the reaction product. The product is: [CH3:28][C:27]([CH3:30])([CH3:29])[CH2:26][N:25]1[C:18]2[N:19]=[C:20]([C:23]#[N:24])[N:21]=[CH:22][C:17]=2[CH:16]=[C:15]1[CH2:14][C:13]1[CH:12]=[CH:11][C:10]([CH2:9][N:1]2[CH:5]=[N:4][CH:3]=[N:2]2)=[CH:32][CH:31]=1. (2) Given the reactants C[Si]([N-][Si](C)(C)C)(C)C.[Li+].[O:11]1[C:15]2([CH2:20][CH2:19][C:18](=[O:21])[CH2:17][CH2:16]2)[O:14][CH2:13][CH2:12]1.C1C=CC(N([S:29]([C:32]([F:35])([F:34])[F:33])(=[O:31])=[O:30])[S:29]([C:32]([F:35])([F:34])[F:33])(=[O:31])=[O:30])=CC=1, predict the reaction product. The product is: [O:11]1[C:15]2([CH2:16][CH2:17][C:18]([O:21][S:29]([C:32]([F:35])([F:34])[F:33])(=[O:31])=[O:30])=[CH:19][CH2:20]2)[O:14][CH2:13][CH2:12]1.